Dataset: Full USPTO retrosynthesis dataset with 1.9M reactions from patents (1976-2016). Task: Predict the reactants needed to synthesize the given product. (1) Given the product [CH:29]1([CH2:28][O:27][C:24]2[CH:25]=[CH:26][C:21]([O:20][CH:18]3[CH2:17][N:16]([C:13]4[CH:12]=[CH:11][C:10]([C@@H:8]([NH2:7])[CH3:9])=[CH:15][CH:14]=4)[CH2:19]3)=[CH:22][CH:23]=2)[CH2:30][CH2:31]1, predict the reactants needed to synthesize it. The reactants are: C(OC(=O)[NH:7][CH:8]([C:10]1[CH:15]=[CH:14][C:13]([N:16]2[CH2:19][CH:18]([O:20][C:21]3[CH:26]=[CH:25][C:24]([O:27][CH2:28][CH:29]4[CH2:31][CH2:30]4)=[CH:23][CH:22]=3)[CH2:17]2)=[CH:12][CH:11]=1)[CH3:9])(C)(C)C.C(O)(C(F)(F)F)=O. (2) The reactants are: [CH2:1]([C:8]1[CH:9]=[CH:10][C:11]([NH2:14])=[N:12][CH:13]=1)[C:2]1[CH:7]=[CH:6][CH:5]=[CH:4][CH:3]=1.[Br:15]Br.C([O-])(O)=O.[Na+]. Given the product [CH2:1]([C:8]1[CH:9]=[C:10]([Br:15])[C:11]([NH2:14])=[N:12][CH:13]=1)[C:2]1[CH:3]=[CH:4][CH:5]=[CH:6][CH:7]=1, predict the reactants needed to synthesize it. (3) The reactants are: Br[CH:2](P(=O)(O)O)[C:3]1[CH:8]=[CH:7][C:6]([CH2:9][NH:10]C(=O)CCCCCNC(=O)CCCCC2C3NC(=O)NC3CS2)=[CH:5][CH:4]=1.C([O:40]P(C(C1C=CC(CN)=CC=1)Br)(=O)OCC)C.C(OP(=O)OCC)C.C(C1C=CC(CBr)=CC=1)#N.C(=O)([O-])[O-].[Ba+2]. Given the product [C:9]([C:6]1[CH:7]=[CH:8][C:3]([CH2:2][OH:40])=[CH:4][CH:5]=1)#[N:10], predict the reactants needed to synthesize it. (4) Given the product [F:28][C:25]1[CH:26]=[CH:27][C:22]([C:21]([NH:20][C:17]2[CH:18]=[CH:19][C:14]([CH2:13][NH:12][C:10]3[C:9]4[C:4](=[CH:5][C:6]([CH3:30])=[CH:7][CH:8]=4)[N:3]=[C:2]([N:3]4[CH2:4][CH2:5][CH2:6][C@H:36]4[CH2:35][O:34][CH3:33])[N:11]=3)=[CH:15][CH:16]=2)=[O:29])=[CH:23][CH:24]=1, predict the reactants needed to synthesize it. The reactants are: Cl[C:2]1[N:11]=[C:10]([NH:12][CH2:13][C:14]2[CH:19]=[CH:18][C:17]([NH:20][C:21](=[O:29])[C:22]3[CH:27]=[CH:26][C:25]([F:28])=[CH:24][CH:23]=3)=[CH:16][CH:15]=2)[C:9]2[C:4](=[CH:5][C:6]([CH3:30])=[CH:7][CH:8]=2)[N:3]=1.O1[CH2:36][CH2:35][O:34][CH2:33]C1. (5) Given the product [C:11]([CH2:2][C@@H:3]([OH:10])[CH2:4][C:5]([O:7][CH2:8][CH3:9])=[O:6])#[N:12], predict the reactants needed to synthesize it. The reactants are: Cl[CH2:2][C@@H:3]([OH:10])[CH2:4][C:5]([O:7][CH2:8][CH3:9])=[O:6].[C-:11]#[N:12].[Na+]. (6) Given the product [F:60][C:56]1[CH:57]=[CH:58][CH:59]=[C:32]([F:31])[C:33]=1[CH2:34][O:35][C:36]1[C:37]2[N:38]([C:43]([C:47]3[CH:48]=[N:49][CH:50]=[C:51]([CH:55]=3)[C:52]([NH2:3])=[O:53])=[C:44]([CH3:46])[N:45]=2)[CH:39]=[C:40]([CH3:42])[CH:41]=1, predict the reactants needed to synthesize it. The reactants are: Cl.C[N:3](C)CCCN=C=NCC.O.ON1C2C=CC=CC=2N=N1.FC(F)(F)C(O)=O.[F:31][C:32]1[CH:59]=[CH:58][CH:57]=[C:56]([F:60])[C:33]=1[CH2:34][O:35][C:36]1[C:37]2[N:38]([C:43]([C:47]3[CH:48]=[N:49][CH:50]=[C:51]([CH:55]=3)[C:52](O)=[O:53])=[C:44]([CH3:46])[N:45]=2)[CH:39]=[C:40]([CH3:42])[CH:41]=1.[Cl-].[NH4+].C(N(CC)C(C)C)(C)C. (7) Given the product [CH3:1][O:2][C:3]1[CH:4]=[C:5]([CH2:20][C:21]([NH:24][C@@H:25]([CH3:44])[CH2:26][O:27][C:28]2[CH:43]=[CH:42][C:31]([C:32]([O:34][CH2:35][C:36]3[CH:37]=[CH:38][CH:39]=[CH:40][CH:41]=3)=[O:33])=[CH:30][CH:29]=2)=[O:23])[CH:6]=[CH:7][C:8]=1[NH:9][C:10]([NH:12][C:13]1[CH:18]=[CH:17][CH:16]=[CH:15][C:14]=1[Br:19])=[O:11], predict the reactants needed to synthesize it. The reactants are: [CH3:1][O:2][C:3]1[CH:4]=[C:5]([CH2:20][C:21]([OH:23])=O)[CH:6]=[CH:7][C:8]=1[NH:9][C:10]([NH:12][C:13]1[CH:18]=[CH:17][CH:16]=[CH:15][C:14]=1[Br:19])=[O:11].[NH2:24][C@@H:25]([CH3:44])[CH2:26][O:27][C:28]1[CH:43]=[CH:42][C:31]([C:32]([O:34][CH2:35][C:36]2[CH:41]=[CH:40][CH:39]=[CH:38][CH:37]=2)=[O:33])=[CH:30][CH:29]=1.C(Cl)CCl.C1C=CC2N(O)N=NC=2C=1. (8) Given the product [F:1][C:2]1[CH:3]=[CH:4][C:5]([CH3:9])=[C:6]([N:7]=[C:15]=[S:16])[CH:8]=1, predict the reactants needed to synthesize it. The reactants are: [F:1][C:2]1[CH:3]=[CH:4][C:5]([CH3:9])=[C:6]([CH:8]=1)[NH2:7].C(=O)([O-])[O-].[Ca+2].[C:15](Cl)(Cl)=[S:16].C(Cl)Cl.O. (9) Given the product [Cl:16][C:17]1[CH:26]=[CH:25][C:20]2[NH:21][C:22]([S:24][C@@H:4]3[C:5]4[C:10](=[CH:9][CH:8]=[C:7]([C:12]#[N:13])[CH:6]=4)[O:11][C:2]([CH3:15])([CH3:1])[C@@H:3]3[OH:14])=[N:23][C:19]=2[CH:18]=1, predict the reactants needed to synthesize it. The reactants are: [CH3:1][C:2]1([CH3:15])[O:11][C:10]2[C:5](=[CH:6][C:7]([C:12]#[N:13])=[CH:8][CH:9]=2)[C@@H:4]2[O:14][C@H:3]12.[Cl:16][C:17]1[CH:26]=[CH:25][C:20]2[NH:21][C:22]([SH:24])=[N:23][C:19]=2[CH:18]=1.